From a dataset of hERG Central: cardiac toxicity at 1µM, 10µM, and general inhibition. Predict hERG channel inhibition at various concentrations. (1) The molecule is O=C(Nc1ccccc1-c1ccccc1)NC1CC2CCCC(C1)N2CCc1ccccc1. Results: hERG_inhib (hERG inhibition (general)): blocker. (2) The drug is CCN1CCN(c2ccc(NC(=O)COc3ccc([N+](=O)[O-])cc3)cc2)CC1. Results: hERG_inhib (hERG inhibition (general)): blocker. (3) The molecule is COc1ccc(OC)c(CN2CCCC(C(=O)c3ccccc3SC)C2)c1. Results: hERG_inhib (hERG inhibition (general)): blocker. (4) The molecule is COc1ccc(/C=C(\NC(=O)c2ccc([N+](=O)[O-])cc2)C(=O)NCCCn2ccnc2)cc1. Results: hERG_inhib (hERG inhibition (general)): blocker. (5) The compound is CCN(CCCNS(=O)(=O)c1cc(-c2cc(C)no2)ccc1C)Cc1ccccc1. Results: hERG_inhib (hERG inhibition (general)): blocker. (6) The drug is CCOC(=O)c1ccc(NC(=S)N(CCCN2CCCCCC2)Cc2ccco2)cc1. Results: hERG_inhib (hERG inhibition (general)): blocker. (7) The drug is O=C1OC(c2ccc(Cl)cc2)=N/C1=C\N1CC2CC(C1)c1cccc(=O)n1C2. Results: hERG_inhib (hERG inhibition (general)): blocker.